Dataset: Forward reaction prediction with 1.9M reactions from USPTO patents (1976-2016). Task: Predict the product of the given reaction. Given the reactants [NH2:1][CH2:2][CH2:3][CH2:4][CH2:5][N:6]([CH2:16][C:17]1[C:22]([C:23]([O:26][C:27](=[O:29])[CH3:28])([CH3:25])[CH3:24])=[CH:21][CH:20]=[CH:19][N:18]=1)[CH2:7][C:8]1[C:13]([CH3:14])=[CH:12][C:11]([CH3:15])=[CH:10][N:9]=1.C[Si]([N:34]=[C:35]=[O:36])(C)C, predict the reaction product. The product is: [CH3:14][C:13]1[C:8]([CH2:7][N:6]([CH2:16][C:17]2[C:22]([C:23]([O:26][C:27](=[O:29])[CH3:28])([CH3:25])[CH3:24])=[CH:21][CH:20]=[CH:19][N:18]=2)[CH2:5][CH2:4][CH2:3][CH2:2][NH:1][C:35]([NH2:34])=[O:36])=[N:9][CH:10]=[C:11]([CH3:15])[CH:12]=1.